From a dataset of Reaction yield outcomes from USPTO patents with 853,638 reactions. Predict the reaction yield, written as a fraction of the theoretical maximum amount of product (1.0 means a 100% yield; for example, 0.34 means a 34% yield). (1) The reactants are CC1(C)CCCC(C)(C)N1.C([Li])CCC.[CH3:16][O:17][C:18]1[N:23]=[C:22]([O:24][CH3:25])[CH:21]=[CH:20][N:19]=1.C(=O)=O.[CH3:29][O:30][C:31]1[C:38]([O:39][CH3:40])=[CH:37][C:34]([CH:35]=[O:36])=[C:33]([CH:41]([CH3:49])[CH2:42][C:43]2[CH:48]=[CH:47][CH:46]=[CH:45][CH:44]=2)[CH:32]=1. The catalyst is C1COCC1. The product is [CH3:29][O:30][C:31]1[C:38]([O:39][CH3:40])=[CH:37][C:34]([CH:35]([C:21]2[C:22]([O:24][CH3:25])=[N:23][C:18]([O:17][CH3:16])=[N:19][CH:20]=2)[OH:36])=[C:33]([CH:41]([CH3:49])[CH2:42][C:43]2[CH:48]=[CH:47][CH:46]=[CH:45][CH:44]=2)[CH:32]=1. The yield is 0.520. (2) The reactants are [C:1]([O:4][CH2:5][CH2:6][CH2:7][N:8]1[C:13](=[O:14])[C:12]([N+:15]([O-])=O)=[C:11](/[CH:18]=[CH:19]/[C:20]2[CH:25]=[CH:24][CH:23]=[C:22]([O:26][C:27]([F:30])([F:29])[F:28])[CH:21]=2)[N:10]([CH3:31])[C:9]1=[O:32])(=[O:3])[CH3:2].[O-]S(S([O-])=O)=O.[Na+].[Na+]. The catalyst is C(O)=O.CC(=O)OCC.O. The product is [C:1]([O:4][CH2:5][CH2:6][CH2:7][N:8]1[C:13](=[O:14])[C:12]2[NH:15][C:19]([C:20]3[CH:25]=[CH:24][CH:23]=[C:22]([O:26][C:27]([F:30])([F:29])[F:28])[CH:21]=3)=[CH:18][C:11]=2[N:10]([CH3:31])[C:9]1=[O:32])(=[O:3])[CH3:2]. The yield is 0.431. (3) The reactants are [Cl-].[Al+3].[Cl-].[Cl-].[S:5]1[C:10]2[CH:11]=[CH:12][CH:13]=[CH:14][C:9]=2[NH:8][C:7](=[O:15])[CH2:6]1.[Br:16][CH:17]([CH3:21])[C:18](Br)=[O:19]. The catalyst is C(Cl)Cl. The product is [Br:16][CH:17]([CH3:21])[C:18]([C:12]1[CH:13]=[CH:14][C:9]2[NH:8][C:7](=[O:15])[CH2:6][S:5][C:10]=2[CH:11]=1)=[O:19]. The yield is 0.753.